Task: Predict the reactants needed to synthesize the given product.. Dataset: Full USPTO retrosynthesis dataset with 1.9M reactions from patents (1976-2016) (1) Given the product [Cl:1][C:2]1[CH:9]=[C:8]([NH:11][C@H:12]([C@@H:13]([OH:14])[CH3:15])[C:16]([OH:18])=[O:17])[CH:7]=[CH:6][C:3]=1[C:4]#[N:5], predict the reactants needed to synthesize it. The reactants are: [Cl:1][C:2]1[CH:9]=[C:8](F)[CH:7]=[CH:6][C:3]=1[C:4]#[N:5].[NH2:11][C@@H:12]([C:16]([OH:18])=[O:17])[C@H:13]([CH3:15])[OH:14].C([O-])([O-])=O.[K+].[K+].C(O)(=O)CC(CC(O)=O)(C(O)=O)O. (2) Given the product [Cl:12][C:5]1[C:4]2[C:9](=[CH:10][CH:11]=[C:2]([N:64]([CH3:63])[S:65]([CH3:68])(=[O:67])=[O:66])[CH:3]=2)[CH:8]=[N:7][CH:6]=1, predict the reactants needed to synthesize it. The reactants are: Br[C:2]1[CH:3]=[C:4]2[C:9](=[CH:10][CH:11]=1)[CH:8]=[N:7][CH:6]=[C:5]2[Cl:12].CC1(C)C2C(=C(P(C3C=CC=CC=3)C3C=CC=CC=3)C=CC=2)OC2C(P(C3C=CC=CC=3)C3C=CC=CC=3)=CC=CC1=2.P([O-])([O-])([O-])=O.[K+].[K+].[K+].[CH3:63][NH:64][S:65]([CH3:68])(=[O:67])=[O:66]. (3) Given the product [CH:40]([OH:42])=[O:41].[CH2:17]([C:21]1[CH:22]=[C:23]2[C:28](=[C:29]([O:31][CH:32]3[CH2:33][CH2:34][N:35]([CH2:6][CH2:7][CH2:8][S:9]([CH:12]4[CH2:16][CH2:15][CH2:14][CH2:13]4)(=[O:11])=[O:10])[CH2:36][CH2:37]3)[CH:30]=1)[N:27]=[CH:26][CH:25]=[CH:24]2)[CH2:18][CH2:19][CH3:20], predict the reactants needed to synthesize it. The reactants are: CS(O[CH2:6][CH2:7][CH2:8][S:9]([CH:12]1[CH2:16][CH2:15][CH2:14][CH2:13]1)(=[O:11])=[O:10])(=O)=O.[CH2:17]([C:21]1[CH:22]=[C:23]2[C:28](=[C:29]([O:31][CH:32]3[CH2:37][CH2:36][NH:35][CH2:34][CH2:33]3)[CH:30]=1)[N:27]=[CH:26][CH:25]=[CH:24]2)[CH2:18][CH2:19][CH3:20].[I-].[Na+].[C:40](=O)([O-:42])[OH:41].[Na+]. (4) The reactants are: C(N(CC)CC)C.C(O)=O.[CH2:11]([O:13][C:14](=[O:32])[CH:15]([CH2:19][C:20]1[C:25](Cl)=[CH:24][N:23]=[C:22]([NH:27][C:28](=[O:30])[CH3:29])[C:21]=1[F:31])[C:16](=[O:18])[CH3:17])[CH3:12]. Given the product [CH2:11]([O:13][C:14](=[O:32])[CH:15]([CH2:19][C:20]1[CH:25]=[CH:24][N:23]=[C:22]([NH:27][C:28](=[O:30])[CH3:29])[C:21]=1[F:31])[C:16](=[O:18])[CH3:17])[CH3:12], predict the reactants needed to synthesize it. (5) Given the product [CH2:1]([N:8]1[CH2:16][C:15]2[C:10](=[CH:11][CH:12]=[C:13]([CH2:17][OH:18])[CH:14]=2)[CH2:9]1)[C:2]1[CH:3]=[CH:4][CH:5]=[CH:6][CH:7]=1, predict the reactants needed to synthesize it. The reactants are: [CH2:1]([N:8]1[CH2:16][C:15]2[C:10](=[CH:11][CH:12]=[C:13]([C:17](OC)=[O:18])[CH:14]=2)[CH2:9]1)[C:2]1[CH:7]=[CH:6][CH:5]=[CH:4][CH:3]=1.[H-].[Al+3].[Li+].[H-].[H-].[H-]. (6) Given the product [O:37]1[CH2:38][CH2:39][CH2:40][CH2:41][CH:36]1[O:35][NH:34][C:20]([C:17]1[CH:16]=[N:15][C:14]([N:2]2[CH2:3][CH2:4][C:5]3[C:6]4[C:11](=[CH:10][CH:9]=[CH:8][CH:7]=4)[NH:12][C:13]=3[CH2:1]2)=[N:19][CH:18]=1)=[O:21], predict the reactants needed to synthesize it. The reactants are: [CH2:1]1[C:13]2[NH:12][C:11]3[C:6](=[CH:7][CH:8]=[CH:9][CH:10]=3)[C:5]=2[CH2:4][CH2:3][N:2]1[C:14]1[N:19]=[CH:18][C:17]([C:20](O)=[O:21])=[CH:16][N:15]=1.CCN=C=NCCCN(C)C.[NH2:34][O:35][CH:36]1[CH2:41][CH2:40][CH2:39][CH2:38][O:37]1. (7) The reactants are: [C:1]([O:4][C:5]1[C:6](=[CH:10][CH:11]=[CH:12][CH:13]=1)[C:7]([OH:9])=[O:8])(=[O:3])[CH3:2].OC1C2N=NNC=2C=CC=1.C1CCC(N=C=NC2CCCCC2)CC1.O[C:40]1[CH:48]=[CH:47][C:43]([C:44]([NH2:46])=[O:45])=[CH:42][CH:41]=1. Given the product [C:1]([O:4][C:5]1[CH:13]=[CH:12][CH:11]=[CH:10][C:6]=1[C:7]([O:9][C:40]1[CH:48]=[CH:47][C:43]([C:44](=[O:45])[NH2:46])=[CH:42][CH:41]=1)=[O:8])(=[O:3])[CH3:2], predict the reactants needed to synthesize it.